Dataset: Forward reaction prediction with 1.9M reactions from USPTO patents (1976-2016). Task: Predict the product of the given reaction. (1) Given the reactants [CH:1]1([C@@H:4]([C:11]2[CH:16]=[CH:15][C:14]([CH2:17][CH2:18][C:19]([C:21]3[CH:26]=[CH:25][C:24]([C:27]4[CH:32]=[C:31]([O:33][CH3:34])[CH:30]=[CH:29][C:28]=4[F:35])=[CH:23][CH:22]=3)=[O:20])=[C:13]([OH:36])[CH:12]=2)[C@H:5]([CH3:10])[C:6]([O:8][CH3:9])=[O:7])[CH2:3][CH2:2]1.C(N(CC)CC)C.C(O)=O, predict the reaction product. The product is: [CH:1]1([C@@H:4]([C:11]2[CH:16]=[CH:15][C:14]([CH2:17][CH2:18][C@H:19]([C:21]3[CH:22]=[CH:23][C:24]([C:27]4[CH:32]=[C:31]([O:33][CH3:34])[CH:30]=[CH:29][C:28]=4[F:35])=[CH:25][CH:26]=3)[OH:20])=[C:13]([OH:36])[CH:12]=2)[C@H:5]([CH3:10])[C:6]([O:8][CH3:9])=[O:7])[CH2:3][CH2:2]1. (2) Given the reactants Cl[S:2]([C:5]1[CH:6]=[CH:7][C:8]([O:14][C:15]([F:18])([F:17])[F:16])=[C:9]([CH:13]=1)[C:10]([OH:12])=[O:11])(=[O:4])=[O:3].S([O-])([O-])=O.[Na+].[Na+].[OH-].[Na+].OS(O)(=O)=O, predict the reaction product. The product is: [S:2]([C:5]1[CH:6]=[CH:7][C:8]([O:14][C:15]([F:16])([F:17])[F:18])=[C:9]([CH:13]=1)[C:10]([OH:12])=[O:11])([OH:4])=[O:3]. (3) Given the reactants [OH:1][CH2:2][CH:3]([NH:6][C:7](=[O:25])[C:8]1[CH:21]=[C:20]([N+:22]([O-])=O)[CH:19]=[C:10]([C:11]([NH:13][CH:14]([CH2:17][OH:18])[CH2:15][OH:16])=[O:12])[CH:9]=1)[CH2:4][OH:5], predict the reaction product. The product is: [NH2:22][C:20]1[CH:21]=[C:8]([C:7]([NH:6][CH:3]([CH2:4][OH:5])[CH2:2][OH:1])=[O:25])[CH:9]=[C:10]([CH:19]=1)[C:11]([NH:13][CH:14]([CH2:17][OH:18])[CH2:15][OH:16])=[O:12].